Dataset: Catalyst prediction with 721,799 reactions and 888 catalyst types from USPTO. Task: Predict which catalyst facilitates the given reaction. (1) Reactant: [NH:1]=[C:2]1[C:10]2[C:5](=[CH:6][CH:7]=[CH:8][CH:9]=2)[C:4](=[O:11])[NH:3]1.[C:12]1([NH2:19])[CH:17]=[CH:16][CH:15]=[C:14]([NH2:18])[CH:13]=1.O.NN. Product: [NH2:18][C:14]1[CH:13]=[C:12]([NH:19][C:2]2[C:10]3[C:5](=[CH:6][CH:7]=[CH:8][CH:9]=3)[C:4](=[O:11])[NH:3][N:1]=2)[CH:17]=[CH:16][CH:15]=1. The catalyst class is: 14. (2) Reactant: [S:1]1[CH:5]=[CH:4][CH:3]=[C:2]1[C:6]1[S:7][CH:8]=[CH:9][CH:10]=1.O1CCCC1.C([Li])CCC.Br[CH2:22][CH2:23][CH2:24][CH2:25][CH2:26][CH2:27][CH2:28][CH3:29]. Product: [CH2:22]([C:3]1[CH:4]=[CH:5][S:1][C:2]=1[C:6]1[S:7][CH:8]=[CH:9][CH:10]=1)[CH2:23][CH2:24][CH2:25][CH2:26][CH2:27][CH2:28][CH3:29]. The catalyst class is: 97. (3) Reactant: [CH2:1]1OCCOCCOCCOCCOCCOC1.CC(C)([O-])C.[K+].[O:25]1[CH2:29][CH2:28][O:27][CH:26]1[C:30]1[CH:35]=[CH:34][C:33]([C:36]2[CH:37]=[N:38][NH:39][CH:40]=2)=[C:32]([N+:41]([O-:43])=[O:42])[CH:31]=1.IC. Product: [O:27]1[CH2:28][CH2:29][O:25][CH:26]1[C:30]1[CH:35]=[CH:34][C:33]([C:36]2[CH:40]=[N:39][N:38]([CH3:1])[CH:37]=2)=[C:32]([N+:41]([O-:43])=[O:42])[CH:31]=1. The catalyst class is: 280. (4) Reactant: [Cl:1][C:2]1[CH:11]=[CH:10][C:5]([C:6]([O:8]C)=[O:7])=[CH:4][C:3]=1[C:12]1[NH:16][C:15]([CH3:17])=[N:14][C:13]=1[CH3:18].[OH-].[Na+]. Product: [Cl:1][C:2]1[CH:11]=[CH:10][C:5]([C:6]([OH:8])=[O:7])=[CH:4][C:3]=1[C:12]1[NH:16][C:15]([CH3:17])=[N:14][C:13]=1[CH3:18]. The catalyst class is: 5. (5) Reactant: O=P(Cl)(Cl)Cl.[NH:6]1[C:10]2[CH:11]=[C:12]([C:15]([NH2:17])=O)[CH:13]=[CH:14][C:9]=2[N:8]=[CH:7]1.[OH-].[Na+]. Product: [NH:6]1[C:10]2[CH:11]=[C:12]([C:15]#[N:17])[CH:13]=[CH:14][C:9]=2[N:8]=[CH:7]1. The catalyst class is: 3. (6) Reactant: C(OC(=O)[NH:7][CH:8]([C:15](=[O:39])[NH:16][CH:17]1[CH2:22][CH2:21][CH2:20][CH:19]([N:23]2[C:32]3[CH:31]=[CH:30][CH:29]=[C:28]([Cl:33])[C:27]=3[C:26]3=[N:34][O:35][C:36]([CH3:37])=[C:25]3[C:24]2=[O:38])[CH2:18]1)[C:9]1[CH:14]=[CH:13][CH:12]=[CH:11][CH:10]=1)(C)(C)C.Cl. Product: [NH2:7][CH:8]([C:9]1[CH:10]=[CH:11][CH:12]=[CH:13][CH:14]=1)[C:15]([NH:16][CH:17]1[CH2:22][CH2:21][CH2:20][CH:19]([N:23]2[C:32]3[CH:31]=[CH:30][CH:29]=[C:28]([Cl:33])[C:27]=3[C:26]3=[N:34][O:35][C:36]([CH3:37])=[C:25]3[C:24]2=[O:38])[CH2:18]1)=[O:39]. The catalyst class is: 15.